Dataset: Peptide-MHC class I binding affinity with 185,985 pairs from IEDB/IMGT. Task: Regression. Given a peptide amino acid sequence and an MHC pseudo amino acid sequence, predict their binding affinity value. This is MHC class I binding data. (1) The peptide sequence is PSEVELEEY. The MHC is HLA-A02:03 with pseudo-sequence HLA-A02:03. The binding affinity (normalized) is 0.0847. (2) The peptide sequence is HVGRPTTVV. The MHC is HLA-A68:02 with pseudo-sequence HLA-A68:02. The binding affinity (normalized) is 0.718. (3) The peptide sequence is FLRGRAYGI. The MHC is HLA-A02:01 with pseudo-sequence HLA-A02:01. The binding affinity (normalized) is 0.485. (4) The peptide sequence is LSPRTLNAW. The MHC is HLA-B08:01 with pseudo-sequence HLA-B08:01. The binding affinity (normalized) is 0.0915. (5) The peptide sequence is QWSPGPGRL. The MHC is HLA-B08:01 with pseudo-sequence HLA-B08:01. The binding affinity (normalized) is 0.0847. (6) The peptide sequence is SLPANVPTPR. The MHC is Mamu-B03 with pseudo-sequence Mamu-B03. The binding affinity (normalized) is 0. (7) The peptide sequence is DTSNNIAEYI. The MHC is HLA-A02:03 with pseudo-sequence HLA-A02:03. The binding affinity (normalized) is 0.156.